From a dataset of Forward reaction prediction with 1.9M reactions from USPTO patents (1976-2016). Predict the product of the given reaction. (1) The product is: [Cl:1][C:2]1[CH:3]=[C:4](/[CH:5]=[CH:6]/[C:7]([Cl:16])=[O:8])[CH:10]=[CH:11][C:12]=1[Cl:13]. Given the reactants [Cl:1][C:2]1[CH:3]=[C:4]([CH:10]=[CH:11][C:12]=1[Cl:13])[CH:5]=[CH:6][C:7](O)=[O:8].S(Cl)([Cl:16])=O, predict the reaction product. (2) Given the reactants [C:1]1(=[O:11])[NH:5][C:4](=[O:6])[C:3]2=[CH:7][CH:8]=[CH:9][CH:10]=[C:2]12.C1C=CC(P(C2C=CC=CC=2)C2C=CC=CC=2)=CC=1.[N:31]1[CH:36]=[CH:35][CH:34]=[C:33]([CH2:37][CH2:38][CH2:39]O)[CH:32]=1.N(C(OCC)=O)=NC(OCC)=O, predict the reaction product. The product is: [N:31]1[CH:36]=[CH:35][CH:34]=[C:33]([CH2:37][CH2:38][CH2:39][N:5]2[C:1](=[O:11])[C:2]3[C:3](=[CH:7][CH:8]=[CH:9][CH:10]=3)[C:4]2=[O:6])[CH:32]=1. (3) The product is: [CH2:1]([C:8]1([CH3:32])[C:13](=[O:14])[N:12]([CH3:15])/[C:11](=[CH:16]\[C:17]2[C:21]([C:22]([F:23])([F:24])[F:25])=[N:20][NH:19][CH:18]=2)/[C:10](=[O:30])[N:9]1[CH3:31])[C:2]1[CH:3]=[CH:4][CH:5]=[CH:6][CH:7]=1. Given the reactants [CH2:1]([C:8]1([CH3:32])[C:13](=[O:14])[N:12]([CH3:15])/[C:11](=[CH:16]\[C:17]2[CH:18]=[N:19][N:20](C(C)(C)C)[C:21]=2[C:22]([F:25])([F:24])[F:23])/[C:10](=[O:30])[N:9]1[CH3:31])[C:2]1[CH:7]=[CH:6][CH:5]=[CH:4][CH:3]=1, predict the reaction product. (4) The product is: [F:1][C:2]1[CH:36]=[C:35]([F:37])[CH:34]=[CH:33][C:3]=1[CH2:4][N:5]([CH2:26][CH2:27][CH2:28][CH2:29][CH2:30][CH2:31][CH3:32])[C:6](=[O:25])[CH2:7][O:8][C:9]1[CH:14]=[CH:13][C:12]([CH2:15][C@H:16]([O:22][CH2:23][CH3:24])[C:17]([OH:19])=[O:18])=[CH:11][CH:10]=1. Given the reactants [F:1][C:2]1[CH:36]=[C:35]([F:37])[CH:34]=[CH:33][C:3]=1[CH2:4][N:5]([CH2:26][CH2:27][CH2:28][CH2:29][CH2:30][CH2:31][CH3:32])[C:6](=[O:25])[CH2:7][O:8][C:9]1[CH:14]=[CH:13][C:12]([CH2:15][C@H:16]([O:22][CH2:23][CH3:24])[C:17]([O:19]CC)=[O:18])=[CH:11][CH:10]=1.O.[OH-].[Li+], predict the reaction product. (5) Given the reactants [NH2:1][C:2]1[N:7]=[CH:6][N:5]=[C:4]2[N:8]([C@H:32]3[CH2:37][CH2:36][C@@H:35]([N:38]4[CH2:43][CH2:42][N:41]([CH3:44])[CH2:40][CH2:39]4)[CH2:34][CH2:33]3)[N:9]=[C:10]([C:11]3[CH:16]=[CH:15][C:14]([NH:17][C:18]4[S:19][C:20]([CH2:30][CH3:31])=[C:21]([C:23]5[CH:28]=[CH:27][C:26](C)=[CH:25][CH:24]=5)[N:22]=4)=[CH:13][CH:12]=3)[C:3]=12.[C:45]1(C)C=CC=CC=1B(O)O, predict the reaction product. The product is: [NH2:1][C:2]1[N:7]=[CH:6][N:5]=[C:4]2[N:8]([C@H:32]3[CH2:33][CH2:34][C@@H:35]([N:38]4[CH2:43][CH2:42][N:41]([CH3:44])[CH2:40][CH2:39]4)[CH2:36][CH2:37]3)[N:9]=[C:10]([C:11]3[CH:12]=[CH:13][C:14]([NH:17][C:18]4[S:19][C:20]([CH2:30][CH3:31])=[C:21]([C:23]5[CH:28]=[CH:27][CH:26]=[CH:25][C:24]=5[CH3:45])[N:22]=4)=[CH:15][CH:16]=3)[C:3]=12. (6) Given the reactants [C:1]([O:5][C:6](=[O:10])[CH2:7][CH2:8][NH2:9])([CH3:4])([CH3:3])[CH3:2].[Cl:11][C:12]1[CH:20]=[CH:19][C:15]([C:16](Cl)=[O:17])=[CH:14][CH:13]=1.C(N(CC)CC)C, predict the reaction product. The product is: [C:1]([O:5][C:6](=[O:10])[CH2:7][CH2:8][NH:9][C:16](=[O:17])[C:15]1[CH:19]=[CH:20][C:12]([Cl:11])=[CH:13][CH:14]=1)([CH3:4])([CH3:3])[CH3:2].